This data is from Full USPTO retrosynthesis dataset with 1.9M reactions from patents (1976-2016). The task is: Predict the reactants needed to synthesize the given product. (1) Given the product [Br:1][C:2]1[CH:3]=[CH:4][C:5]2[S:9](=[O:11])(=[O:10])[N:8]([CH2:12][CH2:13][C:14]3[O:15][C:21](=[O:23])[NH:17][N:16]=3)[CH:7]([CH3:18])[C:6]=2[CH:19]=1, predict the reactants needed to synthesize it. The reactants are: [Br:1][C:2]1[CH:3]=[CH:4][C:5]2[S:9](=[O:11])(=[O:10])[N:8]([CH2:12][CH2:13][C:14]([NH:16][NH2:17])=[O:15])[CH:7]([CH3:18])[C:6]=2[CH:19]=1.Cl[C:21](Cl)([O:23]C(=O)OC(Cl)(Cl)Cl)Cl. (2) Given the product [Cl:1][C:2]1[CH:3]=[C:4]([C:9]2[N:10]3[CH2:18][CH2:17][N:16]=[C:11]3[S:12][C:13]=2[CH2:14][OH:15])[CH:5]=[CH:6][C:7]=1[Cl:8], predict the reactants needed to synthesize it. The reactants are: [Cl:1][C:2]1[CH:3]=[C:4]([C:9]2[N:10]3[CH2:18][CH2:17][N:16]=[C:11]3[S:12][C:13]=2[CH:14]=[O:15])[CH:5]=[CH:6][C:7]=1[Cl:8].[BH4-].[Na+]. (3) Given the product [Cl:1][C:2]1[CH:3]=[C:4]([C:5]2[N:21]=[CH:19][N:20]=[C:14]([OH:13])[C:15]=2[C:16]#[N:17])[CH:7]=[CH:8][C:9]=1[Cl:10], predict the reactants needed to synthesize it. The reactants are: [Cl:1][C:2]1[CH:3]=[C:4]([CH:7]=[CH:8][C:9]=1[Cl:10])[CH:5]=O.C([O:13][C:14](=O)[CH2:15][C:16]#[N:17])C.[CH:19]([NH2:21])=[NH:20].C(=O)([O-])[O-].[K+].[K+].